Dataset: Experimentally validated miRNA-target interactions with 360,000+ pairs, plus equal number of negative samples. Task: Binary Classification. Given a miRNA mature sequence and a target amino acid sequence, predict their likelihood of interaction. (1) The miRNA is hsa-miR-4662b with sequence AAAGAUGGACAAUUGGCUAAAU. The protein sequence of the target gene is MAEVRKFTKRLSKPGTAAELRQSVSEAVRGSVVLEKAKVVEPLDYENVIAQRKTQIYSDPLRDLLMFPMEDISISVIGRQRRTVQSTVPEDAEKRAQSLFVKECIKTYSTDWHVVNYKYEDFSGDFRMLPCKSLRPEKIPNHVFEIDEDCEKDEDSSSLCSQKGGVIKQGWLHKANVNSTITVTMKVFKRRYFYLTQLPDGSYILNSYKDEKNSKESKGCIYLDACIDVVQCPKMRRHAFELKMLDKYSHYLAAETEQEMEEWLITLKKIIQINTDSLVQEKKETVETAQDDETSSQGKA.... Result: 1 (interaction). (2) The miRNA is hsa-miR-6744-5p with sequence UGGAUGACAGUGGAGGCCU. The protein sequence of the target gene is MDTGVIEGGLNVTLTIRLLMHGKEVGSIIGKKGESVKKMREESGARINISEGNCPERIITLAGPTNAIFKAFAMIIDKLEEDISSSMTNSTAASRPPVTLRLVVPASQCGSLIGKGGCKIKEIRESTGAQVQVAGDMLPNSTERAITIAGIPQSIIECVKQICVVMLETLSQSPPKGVTIPYRPKPSSSPVIFAGGQDRYSTGSDSASFPHTTPSMCLNPDLEGPPLEAYTIQGQYAIPQPDLTKLHQLAMQQSHFPMTHGNTGFSGIESSSPEVKGYWGLDASAQTTSHELTIPNDLIG.... Result: 1 (interaction). (3) The protein sequence of the target gene is MPCAQRSWLANLSVVAQLLNFGALCYGRQPQPGPVRFPDRRQEHFIKGLPEYHVVGPVRVDASGHFLSYGLHYPITSSRRKRDLDGSEDWVYYRISHEEKDLFFNLTVNQGFLSNSYIMEKRYGNLSHVKMMASSAPLCHLSGTVLQQGTRVGTAALSACHGLTGFFQLPHGDFFIEPVKKHPLVEGGYHPHIVYRRQKVPETKEPTCGLKDSVNISQKQELWREKWERHNLPSRSLSRRSISKERWVETLVVADTKMIEYHGSENVESYILTIMNMVTGLFHNPSIGNAIHIVVVRLIL.... Result: 1 (interaction). The miRNA is hsa-miR-26b-5p with sequence UUCAAGUAAUUCAGGAUAGGU. (4) The miRNA is hsa-miR-6502-3p with sequence UAGACCAUCUUUCUAGAGUAU. The protein sequence of the target gene is MSAPSEEEEYARLVMEAQPEWLRAEVKRLSHELAETTREKIQAAEYGLAVLEEKHQLKLQFEELEVDYEAIRSEMEQLKEAFGQAHTNHKKVAADGESREESLIQESASKEQYYVRKVLELQTELKQLRNVLTNTQSENERLASVAQELKEINQNVEIQRGRLRDDIKEYKFREARLLQDYSELEEENISLQKQVSVLRQNQVEFEGLKHEIKRLEEETEYLNSQLEDAIRLKEISERQLEEALETLKTEREQKNSLRKELSHYMSINDSFYTSHLHVSLDGLKFSDDAAEPNNDAEALV.... Result: 1 (interaction). (5) The miRNA is hsa-miR-7108-3p with sequence ACCCGCCCGUCUCCCCACAG. The protein sequence of the target gene is MAGNFDSEERSSWYWGRLSRQEAVALLQGQRHGVFLVRDSSTSPGDYVLSVSENSRVSHYIINSSGPRPPVPPSPAQPPPGVSPSRLRIGDQEFDSLPALLEFYKIHYLDTTTLIEPVARSRQGSGVILRQEEAEYVRALFDFNGNDEEDLPFKKGDILRIRDKPEEQWWNAEDSEGKRGMIPVPYVEKYRPASASVSALIGGNQEGSHPQPLGGPEPGPYAQPSVNTPLPNLQNGPIYARVIQKRVPNAYDKTALALEVGELVKVTKINVSGQWEGECNGKRGHFPFTHVRLLDQQNPD.... Result: 0 (no interaction). (6) The miRNA is hsa-miR-4639-3p with sequence UCACUCUCACCUUGCUUUGC. The protein sequence of the target gene is MGVHLEVLDTGEQLMVPVDVLEEENKGTLWKFLLSGAMAGAVSRTGTAPLDRARVYMQVYSSKSNFRNLLSGLRSLVQEGGVRSLWRGNGINVLKIAPEYAIKFSVCEQSKNFFYGVHSSQLFQERVVAGSLAVAVSQTLINPMEVLKTRLTLRFTGQYKGLLDCARQILERDGTRALYRGYLPNMLGIIPYACTDLAVYELLQCLWQKLGRDMKDPSGLVSLSSVTLSTTCGQMASYPLTLVRTRMQAQDTVEGSNPTMQGVFKRILSQQGWPGLYRGMTPTLLKVLPAGGISYLVYEA.... Result: 0 (no interaction).